From a dataset of Forward reaction prediction with 1.9M reactions from USPTO patents (1976-2016). Predict the product of the given reaction. (1) Given the reactants [Br:1][C:2]1[CH:10]=[CH:9][C:5]([C:6]([OH:8])=O)=[C:4]([N:11]([C:15](=[O:22])[CH2:16][C:17]([O:19][CH2:20][CH3:21])=[O:18])[CH:12]([CH3:14])[CH3:13])[CH:3]=1.C(N(CC)CC)C.S(Cl)(Cl)=O, predict the reaction product. The product is: [Br:1][C:2]1[CH:3]=[C:4]2[C:5]([C:6](=[O:8])[CH:16]([C:17]([O:19][CH2:20][CH3:21])=[O:18])[C:15](=[O:22])[N:11]2[CH:12]([CH3:14])[CH3:13])=[CH:9][CH:10]=1. (2) Given the reactants N1C=CC=CC=1.Cl.CN(C)CCCN=C=NCC.[C:19]([OH:23])(=O)[CH:20]=[CH2:21].[NH2:24][CH2:25][CH2:26][C:27]([NH:29][C:30]1[CH:31]=[C:32]2[C:37](=[CH:38][CH:39]=1)[N:36]=[CH:35][N:34]=[C:33]2[NH:40][C:41]1[CH:46]=[CH:45][C:44]([O:47][CH2:48][C:49]2[CH:50]=[N:51][CH:52]=[CH:53][CH:54]=2)=[C:43]([Cl:55])[CH:42]=1)=[O:28], predict the reaction product. The product is: [Cl:55][C:43]1[CH:42]=[C:41]([NH:40][C:33]2[C:32]3[C:37](=[CH:38][CH:39]=[C:30]([NH:29][C:27]([CH2:26][CH2:25][NH:24][C:19](=[O:23])[CH:20]=[CH2:21])=[O:28])[CH:31]=3)[N:36]=[CH:35][N:34]=2)[CH:46]=[CH:45][C:44]=1[O:47][CH2:48][C:49]1[CH:50]=[N:51][CH:52]=[CH:53][CH:54]=1. (3) Given the reactants Cl[CH2:2][C:3]1[CH2:10][S:9][C@H:8]2[N:5]([C:6](=[O:21])[C@H:7]2[NH:11][C:12](=[O:20])[CH2:13][C:14]2[CH:19]=[CH:18][CH:17]=[CH:16][CH:15]=2)[C:4]=1[C:22]([O:24][CH:25]([C:32]1[CH:37]=[CH:36][CH:35]=[CH:34][CH:33]=1)[C:26]1[CH:31]=[CH:30][CH:29]=[CH:28][CH:27]=1)=[O:23].[I-:38].[Na+], predict the reaction product. The product is: [I:38][CH2:2][C:3]1[CH2:10][S:9][C@H:8]2[N:5]([C:6](=[O:21])[C@H:7]2[NH:11][C:12](=[O:20])[CH2:13][C:14]2[CH:19]=[CH:18][CH:17]=[CH:16][CH:15]=2)[C:4]=1[C:22]([O:24][CH:25]([C:32]1[CH:37]=[CH:36][CH:35]=[CH:34][CH:33]=1)[C:26]1[CH:31]=[CH:30][CH:29]=[CH:28][CH:27]=1)=[O:23]. (4) Given the reactants [CH3:1][C:2]1[C:3]([C:16]23[CH2:21][CH:20]2[CH2:19][CH2:18][CH:17]3[OH:22])=[CH:4][C:5]2[C:6]([CH3:15])([CH3:14])[CH2:7][CH2:8][C:9]([CH3:13])([CH3:12])[C:10]=2[CH:11]=1.[Cr](Cl)([O-])(=O)=O.[NH+]1C=CC=CC=1, predict the reaction product. The product is: [CH3:1][C:2]1[C:3]([C:16]23[CH2:21][CH:20]2[CH2:19][CH2:18][C:17]3=[O:22])=[CH:4][C:5]2[C:6]([CH3:15])([CH3:14])[CH2:7][CH2:8][C:9]([CH3:12])([CH3:13])[C:10]=2[CH:11]=1. (5) Given the reactants [NH:1]1[C:10]2[C:5](=[CH:6][CH:7]=[N:8][CH:9]=2)[CH:4]=[CH:3][C:2]1=[O:11].[CH2:12](Br)[C:13]1[CH:18]=[CH:17][CH:16]=[CH:15][CH:14]=1.[BH4-].[Na+].Cl.[OH-].[Na+], predict the reaction product. The product is: [CH2:12]([N:8]1[CH2:9][C:10]2[NH:1][C:2](=[O:11])[CH:3]=[CH:4][C:5]=2[CH2:6][CH2:7]1)[C:13]1[CH:18]=[CH:17][CH:16]=[CH:15][CH:14]=1. (6) Given the reactants C([Li])CCC.[F:6][C:7]1[CH:12]=[CH:11][CH:10]=[CH:9][C:8]=1I.[CH2:14]([O:21][CH2:22][C@@H:23]1[O:31][CH2:30][C:26]2=[N:27][O:28][CH2:29][C@@H:25]2[CH2:24]1)[C:15]1[CH:20]=[CH:19][CH:18]=[CH:17][CH:16]=1.B(F)(F)F.CCOCC, predict the reaction product. The product is: [CH2:14]([O:21][CH2:22][C@@H:23]1[O:31][CH2:30][C@:26]2([C:8]3[CH:9]=[CH:10][CH:11]=[CH:12][C:7]=3[F:6])[NH:27][O:28][CH2:29][C@@H:25]2[CH2:24]1)[C:15]1[CH:20]=[CH:19][CH:18]=[CH:17][CH:16]=1. (7) Given the reactants [C:1]([C:4]1[CH:26]=[CH:25][C:7]([O:8][CH2:9][C:10]2[CH:24]=[CH:23][C:13]([O:14][C:15]3[CH:22]=[CH:21][C:18]([C:19]#N)=[CH:17][N:16]=3)=[CH:12][CH:11]=2)=[C:6]([CH2:27][CH2:28][CH3:29])[C:5]=1[OH:30])(=[O:3])[CH3:2].[OH-:31].[K+].C(O)(C)C.Cl.[OH2:38], predict the reaction product. The product is: [C:1]([C:4]1[CH:26]=[CH:25][C:7]([O:8][CH2:9][C:10]2[CH:11]=[CH:12][C:13]([O:14][C:15]3[CH:22]=[CH:21][C:18]([C:19]([OH:38])=[O:31])=[CH:17][N:16]=3)=[CH:23][CH:24]=2)=[C:6]([CH2:27][CH2:28][CH3:29])[C:5]=1[OH:30])(=[O:3])[CH3:2].